The task is: Regression/Classification. Given a drug SMILES string, predict its absorption, distribution, metabolism, or excretion properties. Task type varies by dataset: regression for continuous measurements (e.g., permeability, clearance, half-life) or binary classification for categorical outcomes (e.g., BBB penetration, CYP inhibition). Dataset: cyp2c9_veith.. This data is from CYP2C9 inhibition data for predicting drug metabolism from PubChem BioAssay. (1) The molecule is C[C@@H](COc1ccccc1)N[C@@H](C)[C@H](O)c1ccc(O)cc1. The result is 0 (non-inhibitor). (2) The compound is O=C(Nc1cccc(F)c1)N1CC[C@@]2(CCCN(C(=O)Oc3ccccc3)C2)C1. The result is 1 (inhibitor). (3) The molecule is CCCCCOc1ccc(NC(=O)C(=O)NCCC2=CCCCC2)cc1. The result is 0 (non-inhibitor). (4) The compound is COC(=O)N1CCC2(CCN(Cc3ccc(C#N)cc3)CC2)CC1. The result is 0 (non-inhibitor). (5) The result is 1 (inhibitor). The molecule is COC(=O)[C@@]1(Cc2ccccc2)[C@H]2c3cc(C(=O)N4CCCC4)n(CCSCCO)c3C[C@H]2CN1C(=O)c1ccccc1.